Dataset: Reaction yield outcomes from USPTO patents with 853,638 reactions. Task: Predict the reaction yield, written as a fraction of the theoretical maximum amount of product (1.0 means a 100% yield; for example, 0.34 means a 34% yield). (1) The reactants are [NH:1]1[C:9]2[C:4](=[CH:5][CH:6]=[CH:7][CH:8]=2)[C:3]2([C:13]3=[CH:14][C:15]4[O:19][CH2:18][O:17][C:16]=4[CH:20]=[C:12]3[O:11][CH2:10]2)[C:2]1=[O:21].C([O-])([O-])=O.[Cs+].[Cs+].[F:28][C:29]1[CH:36]=[CH:35][C:32]([CH2:33]Br)=[CH:31][CH:30]=1. The catalyst is C(C(C)=O)C. The product is [F:28][C:29]1[CH:36]=[CH:35][C:32]([CH2:33][N:1]2[C:9]3[C:4](=[CH:5][CH:6]=[CH:7][CH:8]=3)[C:3]3([C:13]4=[CH:14][C:15]5[O:19][CH2:18][O:17][C:16]=5[CH:20]=[C:12]4[O:11][CH2:10]3)[C:2]2=[O:21])=[CH:31][CH:30]=1. The yield is 0.500. (2) The reactants are Cl[CH:2]([CH:8]1[CH2:13][CH2:12][CH2:11][CH2:10][CH2:9]1)[C:3]([O:5][CH2:6][CH3:7])=[O:4].[F:14][C:15]1[CH:20]=[CH:19][CH:18]=[CH:17][C:16]=1[N+:21]([O-:23])=[O:22].Cl. The catalyst is CN(C=O)C.O. The product is [CH:8]1([CH:2]([C:19]2[CH:18]=[CH:17][C:16]([N+:21]([O-:23])=[O:22])=[C:15]([F:14])[CH:20]=2)[C:3]([O:5][CH2:6][CH3:7])=[O:4])[CH2:13][CH2:12][CH2:11][CH2:10][CH2:9]1. The yield is 0.490. (3) The reactants are [F:1][C:2]1[CH:28]=[CH:27][C:5]([O:6][C:7]2[C:16]([C:17]3[CH:18]=[N:19][NH:20][CH:21]=3)=[CH:15][CH:14]=[C:13]3[C:8]=2[CH2:9][CH2:10][C@H:11]([CH3:26])[N:12]3[C:22]([O:24][CH3:25])=[O:23])=[CH:4][CH:3]=1.CN(C)C=O.[H-].[Na+].CS(O[CH:41]1[CH2:44][N:43]([CH:45]([C:52]2[CH:57]=[CH:56][CH:55]=[CH:54][CH:53]=2)[C:46]2[CH:51]=[CH:50][CH:49]=[CH:48][CH:47]=2)[CH:42]1[CH3:58])(=O)=O. The catalyst is O. The product is [CH:45]([N:43]1[CH2:44][CH:41]([N:20]2[CH:21]=[C:17]([C:16]3[C:7]([O:6][C:5]4[CH:4]=[CH:3][C:2]([F:1])=[CH:28][CH:27]=4)=[C:8]4[C:13](=[CH:14][CH:15]=3)[N:12]([C:22]([O:24][CH3:25])=[O:23])[C@@H:11]([CH3:26])[CH2:10][CH2:9]4)[CH:18]=[N:19]2)[CH:42]1[CH3:58])([C:52]1[CH:53]=[CH:54][CH:55]=[CH:56][CH:57]=1)[C:46]1[CH:51]=[CH:50][CH:49]=[CH:48][CH:47]=1. The yield is 0.210. (4) The reactants are [Br:1][C:2]1[CH:7]=[C:6]([Cl:8])[N:5]=[N:4][C:3]=1[NH2:9].Cl[CH2:11][CH:12]=O. No catalyst specified. The product is [Br:1][C:2]1[C:3]2[N:4]([CH:11]=[CH:12][N:9]=2)[N:5]=[C:6]([Cl:8])[CH:7]=1. The yield is 0.610. (5) The catalyst is C(#N)C.C1C=CC(P(C2C=CC=CC=2)C2C=CC=CC=2)=CC=1.C1C=CC(P(C2C=CC=CC=2)C2C=CC=CC=2)=CC=1.Cl[Pd]Cl.[Cu]I. The yield is 0.810. The product is [CH2:2]([O:9][C:10]1[CH:15]=[CH:14][C:13]([NH:16][C:17]2[C:26]3[C:21](=[CH:22][CH:23]=[C:24]([C:33]#[C:32][Si:29]([CH3:31])([CH3:30])[CH3:28])[CH:25]=3)[N:20]=[CH:19][N:18]=2)=[CH:12][CH:11]=1)[C:3]1[CH:8]=[CH:7][CH:6]=[CH:5][CH:4]=1. The reactants are Cl.[CH2:2]([O:9][C:10]1[CH:15]=[CH:14][C:13]([NH:16][C:17]2[C:26]3[C:21](=[CH:22][CH:23]=[C:24](I)[CH:25]=3)[N:20]=[CH:19][N:18]=2)=[CH:12][CH:11]=1)[C:3]1[CH:8]=[CH:7][CH:6]=[CH:5][CH:4]=1.[CH3:28][Si:29]([C:32]#[CH:33])([CH3:31])[CH3:30].C(N(CC)CC)C. (6) The catalyst is O1CCOCC1.C1C=CC([P]([Pd]([P](C2C=CC=CC=2)(C2C=CC=CC=2)C2C=CC=CC=2)([P](C2C=CC=CC=2)(C2C=CC=CC=2)C2C=CC=CC=2)[P](C2C=CC=CC=2)(C2C=CC=CC=2)C2C=CC=CC=2)(C2C=CC=CC=2)C2C=CC=CC=2)=CC=1. The product is [Cl:26][C:22]1[CH:21]=[C:20]([C:5]2[CH:6]=[CH:7][C:2]([F:1])=[CH:3][C:4]=2[O:11][CH3:12])[CH:25]=[CH:24][N:23]=1. The yield is 0.733. The reactants are [F:1][C:2]1[CH:7]=[CH:6][C:5](B(O)O)=[C:4]([O:11][CH3:12])[CH:3]=1.C(=O)([O-])[O-].[Na+].[Na+].Br[C:20]1[CH:25]=[CH:24][N:23]=[C:22]([Cl:26])[CH:21]=1. (7) The reactants are CO[C:3]1([O:10]C)[CH:8]=[CH:7][C:6](=[O:9])[CH:5]=[CH:4]1.[C:12]1([S:18]([N:21]2[C:29]3[C:24](=[CH:25][CH:26]=[CH:27][CH:28]=3)[CH:23]=[CH:22]2)(=[O:20])=[O:19])[CH:17]=[CH:16][CH:15]=[CH:14][CH:13]=1. No catalyst specified. The product is [C:12]1([S:18]([N:21]2[C:29]3[C:24](=[CH:25][CH:26]=[CH:27][CH:28]=3)[CH:23]=[C:22]2[C:3]2([OH:10])[CH:4]=[CH:5][C:6](=[O:9])[CH:7]=[CH:8]2)(=[O:20])=[O:19])[CH:13]=[CH:14][CH:15]=[CH:16][CH:17]=1. The yield is 0.180.